From a dataset of Forward reaction prediction with 1.9M reactions from USPTO patents (1976-2016). Predict the product of the given reaction. Given the reactants [CH:1]1([N:4]2[C:13]3[C:8](=[CH:9][C:10]([F:20])=[C:11]([N:14]4[CH2:19][CH2:18][NH:17][CH2:16][CH2:15]4)[CH:12]=3)[C:7](=[O:21])[C:6]([C:22]([OH:24])=[O:23])=[CH:5]2)[CH2:3][CH2:2]1.[H-].[Na+].Cl[C:28]1[C:56]([CH3:57])=[CH:55][C:31]2[N:32]=[C:33]3[C:38]([N:39]([CH2:40][CH2:41][CH2:42][CH2:43][CH2:44][CH2:45][C:46]([O:48][C:49]([CH3:52])([CH3:51])[CH3:50])=[O:47])[C:30]=2[CH:29]=1)=[N:37][C:36](=[O:53])[NH:35][C:34]3=[O:54].C(N(C(C)C)CC)(C)C.Cl, predict the reaction product. The product is: [C:49]([O:48][C:46](=[O:47])[CH2:45][CH2:44][CH2:43][CH2:42][CH2:41][CH2:40][N:39]1[C:38]2[C:33]([C:34](=[O:54])[NH:35][C:36](=[O:53])[N:37]=2)=[N:32][C:31]2[CH:55]=[C:56]([CH3:57])[C:28]([N:17]3[CH2:18][CH2:19][N:14]([C:11]4[CH:12]=[C:13]5[C:8]([C:7](=[O:21])[C:6]([C:22]([OH:24])=[O:23])=[CH:5][N:4]5[CH:1]5[CH2:2][CH2:3]5)=[CH:9][C:10]=4[F:20])[CH2:15][CH2:16]3)=[CH:29][C:30]1=2)([CH3:52])([CH3:51])[CH3:50].